This data is from Catalyst prediction with 721,799 reactions and 888 catalyst types from USPTO. The task is: Predict which catalyst facilitates the given reaction. (1) Reactant: C(=O)([O-])[O-].[Na+].[Na+].[C:7]([O:11][C:12]([N:14]1[CH2:21][CH:20]2[CH:16]([CH2:17][NH:18][CH2:19]2)[CH2:15]1)=[O:13])([CH3:10])([CH3:9])[CH3:8].[F:22][C:23]1[CH:31]=[CH:30][CH:29]=[C:28]([N:32]2[N:36]=[CH:35][CH:34]=[N:33]2)[C:24]=1[C:25](Cl)=[O:26]. Product: [C:7]([O:11][C:12]([N:14]1[CH2:15][CH:16]2[CH:20]([CH2:19][N:18]([C:25](=[O:26])[C:24]3[C:28]([N:32]4[N:33]=[CH:34][CH:35]=[N:36]4)=[CH:29][CH:30]=[CH:31][C:23]=3[F:22])[CH2:17]2)[CH2:21]1)=[O:13])([CH3:10])([CH3:8])[CH3:9]. The catalyst class is: 11. (2) Reactant: [Cl:1][C:2]1[C:7]([N:8]2[CH2:16][C@H:15]3[C@H:10]([NH:11][CH2:12][CH2:13][CH2:14]3)[CH2:9]2)=[CH:6][C:5]([C:17]#[N:18])=[CH:4][C:3]=1[NH:19]C(=O)OC(C)(C)C.C(O)(C(F)(F)F)=O.[O:34](C(OC(C)(C)C)=O)[C:35]([O:37][C:38]([CH3:41])([CH3:40])[CH3:39])=O. Product: [NH2:19][C:3]1[C:2]([Cl:1])=[C:7]([N:8]2[CH2:16][C@H:15]3[C@H:10]([N:11]([C:35]([O:37][C:38]([CH3:41])([CH3:40])[CH3:39])=[O:34])[CH2:12][CH2:13][CH2:14]3)[CH2:9]2)[CH:6]=[C:5]([C:17]#[N:18])[CH:4]=1. The catalyst class is: 2.